Dataset: Catalyst prediction with 721,799 reactions and 888 catalyst types from USPTO. Task: Predict which catalyst facilitates the given reaction. (1) Reactant: [NH2:1][C@@H:2]1[C:8](=[O:9])[NH:7][C:6]2[CH:10]=[CH:11][CH:12]=[CH:13][C:5]=2[O:4][CH2:3]1.[CH3:14][CH:15]([C:19]([NH:21][CH2:22][C:23]([F:29])([F:28])[C:24]([F:27])([F:26])[F:25])=[O:20])[C:16](O)=[O:17].O.ON1C2C=CC=CC=2N=N1.Cl.CN(C)CCCN=C=NCC.C(N(C(C)C)CC)(C)C. Product: [CH3:14][CH:15]([C:19]([NH:21][CH2:22][C:23]([F:28])([F:29])[C:24]([F:25])([F:27])[F:26])=[O:20])[C:16]([NH:1][C@@H:2]1[C:8](=[O:9])[NH:7][C:6]2[CH:10]=[CH:11][CH:12]=[CH:13][C:5]=2[O:4][CH2:3]1)=[O:17]. The catalyst class is: 7. (2) Reactant: [F:1][CH:2]([CH2:27][CH2:28][CH3:29])[CH2:3][N:4]1[CH2:9][CH2:8][CH:7]([CH2:10][O:11][C:12]2[CH:17]=[CH:16][C:15]([C:18]3[CH:23]=[CH:22][C:21]([C:24](O)=[O:25])=[CH:20][CH:19]=3)=[CH:14][CH:13]=2)[CH2:6][CH2:5]1.[NH:30]1[CH2:34][CH2:33][CH2:32][C@@H:31]1[CH2:35][OH:36].C1CN([P+](ON2N=NC3C=CC=CC2=3)(N2CCCC2)N2CCCC2)CC1.F[P-](F)(F)(F)(F)F.CCN(C(C)C)C(C)C. Product: [F:1][CH:2]([CH2:27][CH2:28][CH3:29])[CH2:3][N:4]1[CH2:5][CH2:6][CH:7]([CH2:10][O:11][C:12]2[CH:13]=[CH:14][C:15]([C:18]3[CH:23]=[CH:22][C:21]([C:24]([N:30]4[CH2:34][CH2:33][CH2:32][C@@H:31]4[CH2:35][OH:36])=[O:25])=[CH:20][CH:19]=3)=[CH:16][CH:17]=2)[CH2:8][CH2:9]1. The catalyst class is: 18. (3) Product: [C:8]1([N:7]([C:1]2[CH:2]=[CH:3][CH:4]=[CH:5][CH:6]=2)[C:18](=[O:19])[CH2:17][Br:16])[CH:9]=[CH:10][CH:11]=[CH:12][CH:13]=1. The catalyst class is: 3. Reactant: [C:1]1([NH:7][C:8]2[CH:13]=[CH:12][CH:11]=[CH:10][CH:9]=2)[CH:6]=[CH:5][CH:4]=[CH:3][CH:2]=1.[H-].[Na+].[Br:16][CH2:17][C:18](Br)=[O:19].O. (4) Reactant: [CH2:1]([O:3][P:4]([O-:8])[O:5][CH2:6][CH3:7])[CH3:2].C[Si]([N-][Si](C)(C)C)(C)C.[Li+].[C:19]1([C:25]([C:39]2[CH:44]=[CH:43][CH:42]=[CH:41][CH:40]=2)([C:33]2[CH:38]=[CH:37][CH:36]=[CH:35][CH:34]=2)[N:26]2[CH:30]=[C:29]([CH2:31]Cl)[N:28]=[CH:27]2)[CH:24]=[CH:23][CH:22]=[CH:21][CH:20]=1. Product: [CH2:1]([O:3][P:4]([CH2:31][C:29]1[N:28]=[CH:27][N:26]([C:25]([C:19]2[CH:24]=[CH:23][CH:22]=[CH:21][CH:20]=2)([C:33]2[CH:34]=[CH:35][CH:36]=[CH:37][CH:38]=2)[C:39]2[CH:44]=[CH:43][CH:42]=[CH:41][CH:40]=2)[CH:30]=1)(=[O:8])[O:5][CH2:6][CH3:7])[CH3:2]. The catalyst class is: 7. (5) Reactant: [Cl:1][C:2]1[CH:3]=[C:4]([C@@H:12]([CH2:25][CH:26]2[CH2:30][CH2:29][CH2:28][CH2:27]2)[C:13]([NH:15][C:16]2[N:17]=[CH:18][C:19]([C:22](O)=[O:23])=[N:20][CH:21]=2)=[O:14])[CH:5]=[CH:6][C:7]=1[S:8]([CH3:11])(=[O:10])=[O:9].C(Cl)(=O)C(Cl)=O.Cl.[O:38](ON)[C:39]([CH3:42])([CH3:41])[CH3:40].[N:45]1C=CC=CC=1. Product: [C:39]([O:38][NH:45][C:22]([C:19]1[CH:18]=[N:17][C:16]([NH:15][C:13](=[O:14])[C@@H:12]([C:4]2[CH:5]=[CH:6][C:7]([S:8]([CH3:11])(=[O:10])=[O:9])=[C:2]([Cl:1])[CH:3]=2)[CH2:25][CH:26]2[CH2:27][CH2:28][CH2:29][CH2:30]2)=[CH:21][N:20]=1)=[O:23])([CH3:42])([CH3:41])[CH3:40]. The catalyst class is: 832. (6) Reactant: [NH:1]1[C:5]([CH2:6][CH2:7][N:8]2[CH:12]=[CH:11][C:10]([C:13]3[CH:18]=[CH:17][C:16]([O:19][CH3:20])=[CH:15][CH:14]=3)=[C:9]2[C:21]2[CH:28]=[CH:27][C:24]([C:25]#[N:26])=[CH:23][C:22]=2[CH3:29])=[N:4][N:3]=[N:2]1.[OH-:30].[Na+].OO. Product: [NH:4]1[C:5]([CH2:6][CH2:7][N:8]2[CH:12]=[CH:11][C:10]([C:13]3[CH:14]=[CH:15][C:16]([O:19][CH3:20])=[CH:17][CH:18]=3)=[C:9]2[C:21]2[CH:28]=[CH:27][C:24]([C:25]([NH2:26])=[O:30])=[CH:23][C:22]=2[CH3:29])=[N:1][N:2]=[N:3]1. The catalyst class is: 58.